Dataset: Forward reaction prediction with 1.9M reactions from USPTO patents (1976-2016). Task: Predict the product of the given reaction. Given the reactants [F:1][C:2]1[CH:7]=[CH:6][CH:5]=[CH:4][C:3]=1[OH:8].Cl[C:10]1[CH:11]=[CH:12][C:13]([N+:25]([O-:27])=[O:26])=[C:14]([CH2:16][NH:17][C:18](=[O:24])[O:19][C:20]([CH3:23])([CH3:22])[CH3:21])[CH:15]=1.[H-].[Na+], predict the reaction product. The product is: [F:1][C:2]1[CH:7]=[CH:6][CH:5]=[CH:4][C:3]=1[O:8][C:10]1[CH:11]=[CH:12][C:13]([N+:25]([O-:27])=[O:26])=[C:14]([CH2:16][NH:17][C:18](=[O:24])[O:19][C:20]([CH3:23])([CH3:21])[CH3:22])[CH:15]=1.